This data is from Catalyst prediction with 721,799 reactions and 888 catalyst types from USPTO. The task is: Predict which catalyst facilitates the given reaction. (1) Reactant: Br[C:2]1[C:6]2=[N:7][C:8]([C:12]3[CH:17]=[CH:16][C:15]([O:18][C:19]([F:22])([F:21])[F:20])=[CH:14][C:13]=3[O:23][CH3:24])=[C:9]([CH3:11])[CH:10]=[C:5]2[N:4]([C@@H:25]([CH3:29])[CH2:26][O:27][CH3:28])[CH:3]=1.[Li]C(C)(C)C.C1C=CC(S(N(S(C2C=CC=CC=2)(=O)=O)[F:45])(=O)=O)=CC=1.O. Product: [F:45][C:2]1[C:6]2=[N:7][C:8]([C:12]3[CH:17]=[CH:16][C:15]([O:18][C:19]([F:22])([F:21])[F:20])=[CH:14][C:13]=3[O:23][CH3:24])=[C:9]([CH3:11])[CH:10]=[C:5]2[N:4]([C@@H:25]([CH3:29])[CH2:26][O:27][CH3:28])[CH:3]=1. The catalyst class is: 773. (2) The catalyst class is: 2. Product: [C:1]([N:8]1[CH2:13][CH2:12][CH2:11][CH:10]([CH2:14][N:15]([C:16]2[CH:21]=[CH:20][CH:19]=[CH:18][CH:17]=2)[C:27]([C:23]2[S:22][CH:26]=[CH:25][CH:24]=2)=[O:28])[CH2:9]1)([O:3][C:4]([CH3:6])([CH3:7])[CH3:5])=[O:2]. Reactant: [C:1]([N:8]1[CH2:13][CH2:12][CH2:11][CH:10]([CH2:14][NH:15][C:16]2[CH:21]=[CH:20][CH:19]=[CH:18][CH:17]=2)[CH2:9]1)([O:3][C:4]([CH3:7])([CH3:6])[CH3:5])=[O:2].[S:22]1[CH:26]=[CH:25][CH:24]=[C:23]1[C:27](Cl)=[O:28]. (3) The catalyst class is: 1. Reactant: [C:1]([O:5][C:6]([NH:8][C@@H:9]1[CH2:14][CH2:13][C:12]([F:16])([F:15])[CH2:11][C@H:10]1[C:17](OCC)=[O:18])=[O:7])([CH3:4])([CH3:3])[CH3:2].[H-].[H-].[H-].[H-].[Li+].[Al+3].[OH-].[Na+]. Product: [F:15][C:12]1([F:16])[CH2:13][CH2:14][C@@H:9]([NH:8][C:6](=[O:7])[O:5][C:1]([CH3:4])([CH3:2])[CH3:3])[C@H:10]([CH2:17][OH:18])[CH2:11]1. (4) Reactant: CCN(C(C)C)C(C)C.[F:10][CH2:11][CH2:12][N:13]1[CH:18]=[C:17]([C:19]2[CH:24]=[CH:23][C:22]([F:25])=[CH:21][CH:20]=2)[C:16](=[O:26])[C:15]([C:27]([OH:29])=O)=[CH:14]1.CCOC(C(C#N)=NOC(N1CCOCC1)=[N+](C)C)=O.F[P-](F)(F)(F)(F)F.[NH2:57][C:58]1[CH:63]=[CH:62][C:61]([C:64]2[C:65]([NH2:71])=[N:66][CH:67]=[C:68]([Br:70])[CH:69]=2)=[CH:60][CH:59]=1. Product: [NH2:71][C:65]1[C:64]([C:61]2[CH:60]=[CH:59][C:58]([NH:57][C:27]([C:15]3[C:16](=[O:26])[C:17]([C:19]4[CH:20]=[CH:21][C:22]([F:25])=[CH:23][CH:24]=4)=[CH:18][N:13]([CH2:12][CH2:11][F:10])[CH:14]=3)=[O:29])=[CH:63][CH:62]=2)=[CH:69][C:68]([Br:70])=[CH:67][N:66]=1. The catalyst class is: 18. (5) Reactant: [CH2:1]([O:4][C:5]1[CH:6]=[C:7]([CH2:11]O)[CH:8]=[CH:9][CH:10]=1)[CH:2]=[CH2:3].C(Br)(Br)(Br)[Br:14].C1(P(C2C=CC=CC=2)C2C=CC=CC=2)C=CC=CC=1. Product: [CH2:1]([O:4][C:5]1[CH:10]=[CH:9][CH:8]=[C:7]([CH2:11][Br:14])[CH:6]=1)[CH:2]=[CH2:3]. The catalyst class is: 1. (6) Reactant: [Cl:1][C:2]1[CH:10]=[C:9]([C:11]([NH:13][CH:14]([C:16]2[NH:20][C:19]3[CH:21]=[CH:22][C:23]([Cl:25])=[CH:24][C:18]=3[N:17]=2)[CH3:15])=[O:12])[CH:8]=[CH:7][C:3]=1[C:4]([OH:6])=O.[NH:26]1[CH2:32][CH2:31][CH2:30][NH:29][CH2:28][CH2:27]1.C(N(C(C)C)CC)(C)C.ClCl. Product: [Cl:1][C:2]1[CH:10]=[C:9]([CH:8]=[CH:7][C:3]=1[C:4]([N:26]1[CH2:32][CH2:31][CH2:30][NH:29][CH2:28][CH2:27]1)=[O:6])[C:11]([NH:13][CH:14]([C:16]1[NH:20][C:19]2[CH:21]=[CH:22][C:23]([Cl:25])=[CH:24][C:18]=2[N:17]=1)[CH3:15])=[O:12]. The catalyst class is: 16. (7) Reactant: C(O[C:4](=[O:20])[CH2:5][C:6](=O)[C:7]1[CH:12]=[CH:11][N:10]=[C:9]([C:13]2[CH:18]=[CH:17][CH:16]=[CH:15][CH:14]=2)[N:8]=1)C.[CH3:21][NH:22][C:23]([NH2:25])=[S:24].N12CCCN=C1CCCCC2.Cl. Product: [SH:24][C:23]1[N:22]([CH3:21])[C:4](=[O:20])[CH:5]=[C:6]([C:7]2[CH:12]=[CH:11][N:10]=[C:9]([C:13]3[CH:14]=[CH:15][CH:16]=[CH:17][CH:18]=3)[N:8]=2)[N:25]=1. The catalyst class is: 8. (8) Reactant: [F:1][C:2]1[CH:3]=[C:4]([CH:7]=[CH:8][C:9]=1[N:10]1[CH2:15][CH2:14][N:13]([C:16]([C:18]2[CH:23]=[C:22]([S:24]([CH3:27])(=[O:26])=[O:25])[CH:21]=[CH:20][C:19]=2[C:28]2[CH:33]=[CH:32][C:31]([F:34])=[CH:30][CH:29]=2)=[O:17])[CH2:12][CH2:11]1)[CH:5]=[O:6].[CH2:35]([Mg]Br)[CH3:36]. Product: [F:1][C:2]1[CH:3]=[C:4]([C:5](=[O:6])[CH2:35][CH3:36])[CH:7]=[CH:8][C:9]=1[N:10]1[CH2:11][CH2:12][N:13]([C:16]([C:18]2[CH:23]=[C:22]([S:24]([CH3:27])(=[O:26])=[O:25])[CH:21]=[CH:20][C:19]=2[C:28]2[CH:29]=[CH:30][C:31]([F:34])=[CH:32][CH:33]=2)=[O:17])[CH2:14][CH2:15]1. The catalyst class is: 1.